From a dataset of Forward reaction prediction with 1.9M reactions from USPTO patents (1976-2016). Predict the product of the given reaction. (1) Given the reactants [N:1]1[N:2]([C:6]2[CH:11]=[CH:10][CH:9]=[CH:8][C:7]=2[C:12]([N:14]2[CH2:19][C@H:18]([CH2:20][OH:21])[CH2:17][CH2:16][C@H:15]2[CH3:22])=[O:13])[N:3]=[CH:4][CH:5]=1.CC1(C)N([O])C(C)(C)CCC1.[O-:34]Cl=O.[Na+], predict the reaction product. The product is: [N:1]1[N:2]([C:6]2[CH:11]=[CH:10][CH:9]=[CH:8][C:7]=2[C:12]([N:14]2[C@H:15]([CH3:22])[CH2:16][CH2:17][C@@H:18]([C:20]([OH:34])=[O:21])[CH2:19]2)=[O:13])[N:3]=[CH:4][CH:5]=1. (2) Given the reactants [Cl:1][C:2]1[CH:3]=[C:4]2[C:9](=[CH:10][N:11]=1)[CH2:8][N:7]([C:12]1[C:17]([F:18])=[C:16]([O:19][CH3:20])[CH:15]=[C:14]([O:21][CH3:22])[C:13]=1[F:23])[C:6](=[O:24])[CH:5]2C([O-])=O.Cl, predict the reaction product. The product is: [Cl:1][C:2]1[CH:3]=[C:4]2[C:9](=[CH:10][N:11]=1)[CH2:8][N:7]([C:12]1[C:17]([F:18])=[C:16]([O:19][CH3:20])[CH:15]=[C:14]([O:21][CH3:22])[C:13]=1[F:23])[C:6](=[O:24])[CH2:5]2. (3) Given the reactants [Na].[CH2:2]([OH:6])[CH2:3][CH2:4][OH:5].Br[CH2:8][CH2:9][CH2:10][CH3:11], predict the reaction product. The product is: [CH2:8]([O:5][CH2:4][CH2:3][CH2:2][OH:6])[CH2:9][CH2:10][CH3:11]. (4) Given the reactants [CH3:1][C:2]1[CH:7]=[CH:6][N:5]=[C:4]([NH:8][CH2:9][CH:10]2[CH2:29][CH2:28][C:13]3([C:21]4[C:16](=[CH:17][CH:18]=[CH:19][CH:20]=4)[N:15]([C:22](=[O:27])[C:23]([F:26])([F:25])[F:24])[CH2:14]3)[CH2:12][CH2:11]2)[C:3]=1[NH2:30].O.ON1C2C=CC=CC=2N=N1.[F:42][C:43]([F:49])([F:48])[CH2:44][C:45](O)=[O:46].Cl.CN(C)CCCN=C=NCC.CCN=C=NCCCN(C)C, predict the reaction product. The product is: [F:42][C:43]([F:49])([F:48])[CH2:44][C:45]([NH:30][C:3]1[C:4]([NH:8][CH2:9][CH:10]2[CH2:29][CH2:28][C:13]3([C:21]4[C:16](=[CH:17][CH:18]=[CH:19][CH:20]=4)[N:15]([C:22](=[O:27])[C:23]([F:26])([F:25])[F:24])[CH2:14]3)[CH2:12][CH2:11]2)=[N:5][CH:6]=[CH:7][C:2]=1[CH3:1])=[O:46]. (5) Given the reactants O.O.O.O.O.[S:6]([O-:10])([O-:9])(=[O:8])=[O:7].[Cu+2:11].[Na].[O:13]=[C:14]1[O:20][C@H:19]([C@H:21]([CH2:23][OH:24])[OH:22])[C:17]([OH:18])=[C:15]1[OH:16].[N-]=[N+]=[N-].[Na+].C1(N)CCCCC1N, predict the reaction product. The product is: [S:6]([O-:10])([O-:9])(=[O:8])=[O:7].[Cu+2:11].[O:13]=[C:14]1[O:20][C@H:19]([C@H:21]([CH2:23][OH:24])[OH:22])[C:17]([OH:18])=[C:15]1[OH:16].